This data is from Catalyst prediction with 721,799 reactions and 888 catalyst types from USPTO. The task is: Predict which catalyst facilitates the given reaction. (1) Reactant: [C:1]([O:5][C:6]([N:8]1[CH2:12][C@H:11]([CH2:13][O:14][CH3:15])[CH2:10][C@H:9]1[C:16]1[NH:20][C:19]2[C:21]3[C:26]([CH:27]=[CH:28][C:18]=2[N:17]=1)=[CH:25][C:24]1[C:29]2[C:34]([CH2:35][O:36][C:23]=1[CH:22]=3)=[CH:33][C:32](Cl)=[CH:31][CH:30]=2)=[O:7])([CH3:4])([CH3:3])[CH3:2].[B:38]1([B:38]2[O:42][C:41]([CH3:44])([CH3:43])[C:40]([CH3:46])([CH3:45])[O:39]2)[O:42][C:41]([CH3:44])([CH3:43])[C:40]([CH3:46])([CH3:45])[O:39]1.C([O-])(=O)C.[K+].C1(P(C2CCCCC2)C2C=CC=CC=2C2C(C(C)C)=CC(C(C)C)=CC=2C(C)C)CCCCC1. Product: [CH3:15][O:14][CH2:13][C@H:11]1[CH2:12][N:8]([C:6]([O:5][C:1]([CH3:4])([CH3:2])[CH3:3])=[O:7])[C@H:9]([C:16]2[NH:20][C:19]3[C:21]4[C:26]([CH:27]=[CH:28][C:18]=3[N:17]=2)=[CH:25][C:24]2[C:29]3[C:34]([CH2:35][O:36][C:23]=2[CH:22]=4)=[CH:33][C:32]([B:38]2[O:42][C:41]([CH3:44])([CH3:43])[C:40]([CH3:46])([CH3:45])[O:39]2)=[CH:31][CH:30]=3)[CH2:10]1. The catalyst class is: 155. (2) Reactant: [C:1]([O:5][C:6]([N:8]([CH2:24][CH2:25][CH2:26][CH2:27][N:28]([C:40]([O:42][C:43]([CH3:46])([CH3:45])[CH3:44])=[O:41])[CH2:29][CH2:30][CH2:31][NH:32][C:33]([O:35][C:36]([CH3:39])([CH3:38])[CH3:37])=[O:34])[CH2:9][CH2:10][CH2:11][NH:12][CH2:13][C:14]([O:16][CH2:17][C:18]1[CH:23]=[CH:22][CH:21]=[CH:20][CH:19]=1)=[O:15])=[O:7])([CH3:4])([CH3:3])[CH3:2].[CH3:47][C:48]([O:51][C:52](O[C:52]([O:51][C:48]([CH3:50])([CH3:49])[CH3:47])=[O:53])=[O:53])([CH3:50])[CH3:49]. Product: [C:48]([O:51][C:52]([N:12]([CH2:11][CH2:10][CH2:9][N:8]([C:6]([O:5][C:1]([CH3:4])([CH3:2])[CH3:3])=[O:7])[CH2:24][CH2:25][CH2:26][CH2:27][N:28]([C:40]([O:42][C:43]([CH3:46])([CH3:45])[CH3:44])=[O:41])[CH2:29][CH2:30][CH2:31][NH:32][C:33]([O:35][C:36]([CH3:37])([CH3:39])[CH3:38])=[O:34])[CH2:13][C:14]([O:16][CH2:17][C:18]1[CH:19]=[CH:20][CH:21]=[CH:22][CH:23]=1)=[O:15])=[O:53])([CH3:50])([CH3:49])[CH3:47]. The catalyst class is: 5. (3) Reactant: [C:1]([O:5][C:6]([N:8]1[C@@H:12]([CH2:13][C:14]2[N:15]=[C:16]([Si](C(C)(C)C)(C)C)[S:17][C:18]=2[CH2:19][CH2:20][CH3:21])[C@@H:11]([CH2:29][O:30][Si](C(C)(C)C)(C)C)[O:10][C:9]1([CH3:39])[CH3:38])=[O:7])([CH3:4])([CH3:3])[CH3:2].[OH:30][CH2:29][C@H:11]1[O:10][C:9]([CH3:38])([CH3:39])[N:8]([C:6]([O:5][C:1]([CH3:3])([CH3:4])[CH3:2])=[O:7])[C@H:12]1[CH2:13][C:14]1[N:15]=[CH:16][S:17][C:18]=1[CH2:19][CH2:20][CH3:21].CCCC[N+](CCCC)(CCCC)CCCC.[F-]. Product: [OH:30][CH2:29][C@H:11]1[O:10][C:9]([CH3:39])([CH3:38])[N:8]([C:6]([O:5][C:1]([CH3:2])([CH3:3])[CH3:4])=[O:7])[C@H:12]1[CH2:13][C:14]1[N:15]=[CH:16][S:17][C:18]=1[CH2:19][CH2:20][CH3:21]. The catalyst class is: 1. (4) The catalyst class is: 289. Reactant: [NH2:1][CH2:2][CH2:3][OH:4].Cl.[C:6]1([C@H:16]([NH:18][C@H:19]2[CH2:23][CH2:22][N:21]([C:24]3[CH:32]=[CH:31][C:27]([C:28](O)=[O:29])=[CH:26][CH:25]=3)[CH2:20]2)[CH3:17])[C:15]2[C:10](=[CH:11][CH:12]=[CH:13][CH:14]=2)[CH:9]=[CH:8][CH:7]=1.ON1C2C=CC=CC=2N=N1.CCN=C=NCCCN(C)C.Cl. Product: [OH:4][CH2:3][CH2:2][NH:1][C:28](=[O:29])[C:27]1[CH:31]=[CH:32][C:24]([N:21]2[CH2:22][CH2:23][C@H:19]([NH:18][C@@H:16]([C:6]3[C:15]4[C:10](=[CH:11][CH:12]=[CH:13][CH:14]=4)[CH:9]=[CH:8][CH:7]=3)[CH3:17])[CH2:20]2)=[CH:25][CH:26]=1. (5) Reactant: [CH3:1][O:2][C:3](=[O:23])/[C:4](/[C:13]1[CH:18]=[CH:17][C:16]([S:19]([CH3:22])(=[O:21])=[O:20])=[CH:15][CH:14]=1)=[CH:5]/[CH:6]1[CH2:12][CH2:11][CH2:10][CH2:9][CH2:8][CH2:7]1.[BH4-].[Na+]. Product: [CH3:1][O:2][C:3](=[O:23])[CH:4]([C:13]1[CH:14]=[CH:15][C:16]([S:19]([CH3:22])(=[O:20])=[O:21])=[CH:17][CH:18]=1)[CH2:5][CH:6]1[CH2:7][CH2:8][CH2:9][CH2:10][CH2:11][CH2:12]1. The catalyst class is: 652. (6) Reactant: [CH:1]1([NH:4][C:5]([C:7]2[CH:12]=[CH:11][C:10]([C:13]3[N:17]4[N:18]=[C:19]([C:29](OC)=[O:30])[CH:20]=[C:21]([NH:22][CH2:23][CH2:24][C:25]([F:28])([F:27])[F:26])[C:16]4=[N:15][CH:14]=3)=[CH:9][C:8]=2[CH3:33])=[O:6])[CH2:3][CH2:2]1.[H-].C([Al+]CC(C)C)C(C)C.[Cl-].[NH4+].O. Product: [CH:1]1([NH:4][C:5](=[O:6])[C:7]2[CH:12]=[CH:11][C:10]([C:13]3[N:17]4[N:18]=[C:19]([CH2:29][OH:30])[CH:20]=[C:21]([NH:22][CH2:23][CH2:24][C:25]([F:26])([F:27])[F:28])[C:16]4=[N:15][CH:14]=3)=[CH:9][C:8]=2[CH3:33])[CH2:2][CH2:3]1. The catalyst class is: 7.